Dataset: Full USPTO retrosynthesis dataset with 1.9M reactions from patents (1976-2016). Task: Predict the reactants needed to synthesize the given product. (1) Given the product [C:18]([C:20]1[CH:21]=[C:22]([NH:26][C:27]([NH:17][CH2:16][CH2:15][CH2:14][N:11]2[CH2:10][CH2:9][CH:8]([CH2:1][C:2]3[CH:7]=[CH:6][CH:5]=[CH:4][CH:3]=3)[CH2:13][CH2:12]2)=[O:28])[CH:23]=[CH:24][CH:25]=1)#[N:19], predict the reactants needed to synthesize it. The reactants are: [CH2:1]([CH:8]1[CH2:13][CH2:12][N:11]([CH2:14][CH2:15][CH2:16][NH2:17])[CH2:10][CH2:9]1)[C:2]1[CH:7]=[CH:6][CH:5]=[CH:4][CH:3]=1.[C:18]([C:20]1[CH:21]=[C:22]([N:26]=[C:27]=[O:28])[CH:23]=[CH:24][CH:25]=1)#[N:19]. (2) Given the product [CH3:40][O:39][N:38]=[C:20]([CH2:19][O:9][C:5]1[CH:6]=[CH:7][CH:8]=[C:3]([C:2]([F:10])([F:11])[F:1])[CH:4]=1)[CH2:21][N:22]1[C:30]2[C:25](=[CH:26][C:27]([N:31]=[C:32]([N:34]([CH3:36])[CH3:35])[CH3:33])=[CH:28][CH:29]=2)[CH:24]=[C:23]1[CH3:37], predict the reactants needed to synthesize it. The reactants are: [F:1][C:2]([F:11])([F:10])[C:3]1[CH:4]=[C:5]([OH:9])[CH:6]=[CH:7][CH:8]=1.CC([O-])(C)C.[K+].Cl[CH2:19][C:20](=[N:38][O:39][CH3:40])[CH2:21][N:22]1[C:30]2[C:25](=[CH:26][C:27]([N:31]=[C:32]([N:34]([CH3:36])[CH3:35])[CH3:33])=[CH:28][CH:29]=2)[CH:24]=[C:23]1[CH3:37]. (3) Given the product [Br:15][CH2:11][C:9]1[O:10][C:6]2[CH:5]=[CH:4][C:3]([O:2][CH3:1])=[CH:13][C:7]=2[CH:8]=1, predict the reactants needed to synthesize it. The reactants are: [CH3:1][O:2][C:3]1[CH:4]=[CH:5][C:6]2[O:10][C:9]([CH2:11]O)=[CH:8][C:7]=2[CH:13]=1.C(Br)(Br)(Br)[Br:15].C1C=CC(P(C2C=CC=CC=2)C2C=CC=CC=2)=CC=1. (4) The reactants are: [N:1]1([C:6]2[CH:7]=[C:8]([CH:12]=[C:13]([O:15][C:16]([F:19])([F:18])[F:17])[CH:14]=2)[C:9](O)=[O:10])[CH2:5][CH2:4][CH2:3][CH2:2]1.C(Cl)(=O)C([Cl:23])=O. Given the product [N:1]1([C:6]2[CH:7]=[C:8]([CH:12]=[C:13]([O:15][C:16]([F:19])([F:18])[F:17])[CH:14]=2)[C:9]([Cl:23])=[O:10])[CH2:5][CH2:4][CH2:3][CH2:2]1, predict the reactants needed to synthesize it.